This data is from Full USPTO retrosynthesis dataset with 1.9M reactions from patents (1976-2016). The task is: Predict the reactants needed to synthesize the given product. Given the product [ClH:16].[CH2:1]([N:8]1[CH2:12][CH2:11][CH2:10][C@H:9]1[C:13]([N:26]1[CH2:27][CH2:28][C:23](=[CH:22][C:21]2[CH:20]=[CH:19][C:18]([F:17])=[CH:30][CH:29]=2)[CH2:24][CH2:25]1)=[O:15])[C:2]1[CH:3]=[CH:4][CH:5]=[CH:6][CH:7]=1, predict the reactants needed to synthesize it. The reactants are: [CH2:1]([N:8]1[CH2:12][CH2:11][CH2:10][C@H:9]1[C:13]([OH:15])=O)[C:2]1[CH:7]=[CH:6][CH:5]=[CH:4][CH:3]=1.[ClH:16].[F:17][C:18]1[CH:30]=[CH:29][C:21]([CH:22]=[C:23]2[CH2:28][CH2:27][NH:26][CH2:25][CH2:24]2)=[CH:20][CH:19]=1.